Task: Predict the product of the given reaction.. Dataset: Forward reaction prediction with 1.9M reactions from USPTO patents (1976-2016) (1) The product is: [CH3:1][O:2][C:3](=[O:16])[C:4]1[CH:9]=[C:8]([C:22]#[C:21][Si:18]([CH3:20])([CH3:19])[CH3:17])[CH:7]=[CH:6][C:5]=1[O:11][C:12]([F:15])([F:14])[F:13]. Given the reactants [CH3:1][O:2][C:3](=[O:16])[C:4]1[CH:9]=[C:8](Br)[CH:7]=[CH:6][C:5]=1[O:11][C:12]([F:15])([F:14])[F:13].[CH3:17][Si:18]([C:21]#[CH:22])([CH3:20])[CH3:19], predict the reaction product. (2) Given the reactants N1C=[C:5]([CH2:7][O:8][C:9]2[N:14]=[CH:13][C:12]([NH2:15])=[CH:11][CH:10]=2)[CH:4]=[CH:3][CH:2]=1.[NH:16]1[C:24]2[C:19](=[CH:20][CH:21]=[CH:22][CH:23]=2)[C:18]([C:25]([OH:27])=O)=[CH:17]1.C1CC[CH:31]([N:34]=C=NC2CCCCC2)CC1, predict the reaction product. The product is: [N:34]1[CH:31]=[CH:2][CH:3]=[CH:4][C:5]=1[CH2:7][O:8][C:9]1[N:14]=[CH:13][C:12]([NH:15][C:25]([C:18]2[C:19]3[C:24](=[CH:23][CH:22]=[CH:21][CH:20]=3)[NH:16][CH:17]=2)=[O:27])=[CH:11][CH:10]=1. (3) The product is: [Br:1][C:2]1[CH:7]=[CH:6][N:5]([CH:8]([CH2:14][CH:15]2[CH2:17][CH2:16]2)[C:9]([OH:11])=[O:10])[C:4](=[O:18])[CH:3]=1. Given the reactants [Br:1][C:2]1[CH:7]=[CH:6][N:5]([CH:8]([CH2:14][CH:15]2[CH2:17][CH2:16]2)[C:9]([O:11]CC)=[O:10])[C:4](=[O:18])[CH:3]=1.[OH-].[Li+], predict the reaction product. (4) Given the reactants [CH3:1][Si:2]([CH3:7])([CH3:6])[CH2:3][CH2:4][OH:5].[C:8]([CH2:10][C:11](O)=[O:12])#[N:9].C1(N=C=NC2CCCCC2)CCCCC1.N1(C2C=CN=CC=2)CCCC1, predict the reaction product. The product is: [CH3:1][Si:2]([CH3:7])([CH3:6])[CH2:3][CH2:4][O:5][C:11](=[O:12])[CH2:10][C:8]#[N:9]. (5) Given the reactants [CH2:1]([N:3]([CH2:68][CH3:69])[C:4]1[CH:9]=[CH:8][C:7]([NH:10][C:11]([C:13]2[CH:14]=[C:15]([CH:45]=[CH:46][CH:47]=2)[C:16]([N:18]([CH3:44])[CH2:19][CH2:20][N:21]([CH2:40][CH2:41][O:42][CH3:43])[CH2:22][CH2:23][O:24][CH2:25][CH2:26][O:27][CH2:28][CH2:29][O:30][CH2:31][CH2:32][C:33]([O:35]C(C)(C)C)=[O:34])=[O:17])=[O:12])=[C:6]([C:48]2[CH:53]=[CH:52][C:51]([C:54](=[O:67])[NH:55][CH2:56][C:57]3[CH:62]=[CH:61][CH:60]=[C:59]([C:63]([F:66])([F:65])[F:64])[CH:58]=3)=[CH:50][N:49]=2)[CH:5]=1)[CH3:2].Cl, predict the reaction product. The product is: [CH2:68]([N:3]([CH2:1][CH3:2])[C:4]1[CH:9]=[CH:8][C:7]([NH:10][C:11]([C:13]2[CH:14]=[C:15]([CH:45]=[CH:46][CH:47]=2)[C:16]([N:18]([CH3:44])[CH2:19][CH2:20][N:21]([CH2:40][CH2:41][O:42][CH3:43])[CH2:22][CH2:23][O:24][CH2:25][CH2:26][O:27][CH2:28][CH2:29][O:30][CH2:31][CH2:32][C:33]([OH:35])=[O:34])=[O:17])=[O:12])=[C:6]([C:48]2[CH:53]=[CH:52][C:51]([C:54](=[O:67])[NH:55][CH2:56][C:57]3[CH:62]=[CH:61][CH:60]=[C:59]([C:63]([F:64])([F:66])[F:65])[CH:58]=3)=[CH:50][N:49]=2)[CH:5]=1)[CH3:69].